Dataset: Catalyst prediction with 721,799 reactions and 888 catalyst types from USPTO. Task: Predict which catalyst facilitates the given reaction. Reactant: [F:1][C:2]1[CH:20]=[C:19]([F:21])[CH:18]=[CH:17][C:3]=1[O:4][C:5]1[C:6]([C:15]#[N:16])=[N:7][CH:8]=[C:9]([C:11]([F:14])([F:13])[F:12])[CH:10]=1.C(=O)([O-])[OH:23].[Na+]. Product: [F:1][C:2]1[CH:20]=[C:19]([F:21])[CH:18]=[CH:17][C:3]=1[O:4][C:5]1[C:6]([C:15]([NH2:16])=[O:23])=[N:7][CH:8]=[C:9]([C:11]([F:12])([F:13])[F:14])[CH:10]=1. The catalyst class is: 65.